This data is from Forward reaction prediction with 1.9M reactions from USPTO patents (1976-2016). The task is: Predict the product of the given reaction. (1) Given the reactants N#N.[F:3][C:4]([C:7]1[O:11][C:10]([CH2:12][N:13]2[N:17]=[C:16]([N+:18]([O-])=O)[CH:15]=[N:14]2)=[CH:9][CH:8]=1)([F:6])[CH3:5].[NH4+].[Cl-], predict the reaction product. The product is: [F:6][C:4]([C:7]1[O:11][C:10]([CH2:12][N:13]2[N:17]=[C:16]([NH2:18])[CH:15]=[N:14]2)=[CH:9][CH:8]=1)([F:3])[CH3:5]. (2) Given the reactants [CH3:1][CH:2]([CH2:9][CH2:10][CH2:11][CH:12]([CH3:19])[CH2:13][CH2:14][CH2:15][CH:16]([CH3:18])[CH3:17])[CH2:3][CH2:4][CH2:5][CH2:6][CH2:7][OH:8].Cl[S:21]([OH:24])(=[O:23])=[O:22].C[O-].[Na+:27], predict the reaction product. The product is: [S:21]([O-:24])([O:8][CH2:7][CH2:6][CH2:5][CH2:4][CH2:3][CH:2]([CH3:1])[CH2:9][CH2:10][CH2:11][CH:12]([CH3:19])[CH2:13][CH2:14][CH2:15][CH:16]([CH3:18])[CH3:17])(=[O:23])=[O:22].[Na+:27]. (3) Given the reactants [Si]([O:8][CH2:9][CH2:10][CH2:11][C:12]1[CH:13]=[C:14]2[C:18](=[CH:19][CH:20]=1)[NH:17][CH:16]=[CH:15]2)(C(C)(C)C)(C)C.[Cl-].C([Al+]CC)C.C1COCC1.[C:32]1([CH2:38][C:39](Cl)=[O:40])[CH:37]=[CH:36][CH:35]=[CH:34][CH:33]=1, predict the reaction product. The product is: [OH:8][CH2:9][CH2:10][CH2:11][C:12]1[CH:13]=[C:14]2[C:18](=[CH:19][CH:20]=1)[NH:17][CH:16]=[C:15]2[C:39](=[O:40])[CH2:38][C:32]1[CH:37]=[CH:36][CH:35]=[CH:34][CH:33]=1. (4) Given the reactants [Cl:1][C:2]1[C:3]([O:12][C:13]2[CH:18]=[C:17]([O:19][CH:20]([CH3:22])[CH3:21])[CH:16]=[CH:15][C:14]=2[CH2:23][CH2:24][CH2:25][OH:26])=[N:4][CH:5]=[C:6]([C:8]([F:11])([F:10])[F:9])[CH:7]=1.[CH2:27]([N:29]1[CH:33]=[C:32]([CH2:34][C:35]([O:37]C)=[O:36])[C:31](O)=[N:30]1)[CH3:28].C(P(CCCC)CCCC)CCC.N(C(N1CCCCC1)=O)=NC(N1CCCCC1)=O.O1CCCC1CO.[OH-].[Na+].Cl, predict the reaction product. The product is: [Cl:1][C:2]1[C:3]([O:12][C:13]2[CH:18]=[C:17]([O:19][CH:20]([CH3:21])[CH3:22])[CH:16]=[CH:15][C:14]=2[CH2:23][CH2:24][CH2:25][O:26][C:31]2[C:32]([CH2:34][C:35]([OH:37])=[O:36])=[CH:33][N:29]([CH2:27][CH3:28])[N:30]=2)=[N:4][CH:5]=[C:6]([C:8]([F:11])([F:10])[F:9])[CH:7]=1.